From a dataset of Experimentally validated miRNA-target interactions with 360,000+ pairs, plus equal number of negative samples. Binary Classification. Given a miRNA mature sequence and a target amino acid sequence, predict their likelihood of interaction. The miRNA is hsa-miR-4500 with sequence UGAGGUAGUAGUUUCUU. The protein sequence of the target gene is MGPVSVLPSPQSLSTWEGDLAKMTHLQAGLSPDTIEKARLELNENPDILHQDIQQVRDMIITRPDIGFLRTDDAFILRFLRARKFHQADAFRLLAQYFQYRQLNLDMFKNFKADDPGIKRALIDGFPGVLENRDHYGRKILLLFAANWDQSRNSFTDILRAILLSLEVLIEDPELQINGFILIIDWSNFSFKQASKLTPSILKLAIEGLQDSFPARFGGVHFVNQPWYIHALYTLIKPFLKDKTRKRIFLHGNNLNSLHQLIHPEFLPSEFGGTLPPYDMGTWARTLLGPDYSDENDYTH.... Result: 0 (no interaction).